From a dataset of NCI-60 drug combinations with 297,098 pairs across 59 cell lines. Regression. Given two drug SMILES strings and cell line genomic features, predict the synergy score measuring deviation from expected non-interaction effect. (1) Drug 1: CC(C1=C(C=CC(=C1Cl)F)Cl)OC2=C(N=CC(=C2)C3=CN(N=C3)C4CCNCC4)N. Drug 2: COC1=C(C=C2C(=C1)N=CN=C2NC3=CC(=C(C=C3)F)Cl)OCCCN4CCOCC4. Cell line: HOP-92. Synergy scores: CSS=40.2, Synergy_ZIP=12.9, Synergy_Bliss=13.1, Synergy_Loewe=15.3, Synergy_HSA=15.5. (2) Drug 1: CC1=CC=C(C=C1)C2=CC(=NN2C3=CC=C(C=C3)S(=O)(=O)N)C(F)(F)F. Drug 2: C1CC(=O)NC(=O)C1N2C(=O)C3=CC=CC=C3C2=O. Cell line: OVCAR-4. Synergy scores: CSS=1.37, Synergy_ZIP=4.91, Synergy_Bliss=1.38, Synergy_Loewe=-0.240, Synergy_HSA=0.300. (3) Drug 1: CCCS(=O)(=O)NC1=C(C(=C(C=C1)F)C(=O)C2=CNC3=C2C=C(C=N3)C4=CC=C(C=C4)Cl)F. Drug 2: C1CCC(CC1)NC(=O)N(CCCl)N=O. Cell line: NCI-H460. Synergy scores: CSS=5.49, Synergy_ZIP=5.22, Synergy_Bliss=9.32, Synergy_Loewe=6.86, Synergy_HSA=7.56. (4) Drug 1: C1=CC(=C2C(=C1NCCNCCO)C(=O)C3=C(C=CC(=C3C2=O)O)O)NCCNCCO. Drug 2: CC1C(C(CC(O1)OC2CC(CC3=C2C(=C4C(=C3O)C(=O)C5=C(C4=O)C(=CC=C5)OC)O)(C(=O)C)O)N)O.Cl. Cell line: SF-268. Synergy scores: CSS=50.7, Synergy_ZIP=6.13, Synergy_Bliss=6.40, Synergy_Loewe=2.83, Synergy_HSA=8.72. (5) Drug 1: CN(C(=O)NC(C=O)C(C(C(CO)O)O)O)N=O. Drug 2: CC1CCCC2(C(O2)CC(NC(=O)CC(C(C(=O)C(C1O)C)(C)C)O)C(=CC3=CSC(=N3)C)C)C. Cell line: HOP-62. Synergy scores: CSS=34.5, Synergy_ZIP=3.41, Synergy_Bliss=1.67, Synergy_Loewe=-25.2, Synergy_HSA=2.11. (6) Drug 1: CC1=CC2C(CCC3(C2CCC3(C(=O)C)OC(=O)C)C)C4(C1=CC(=O)CC4)C. Drug 2: C1=NC(=NC(=O)N1C2C(C(C(O2)CO)O)O)N. Cell line: PC-3. Synergy scores: CSS=0.224, Synergy_ZIP=-0.644, Synergy_Bliss=-5.47, Synergy_Loewe=-35.0, Synergy_HSA=-8.58. (7) Drug 1: C1=CC(=CC=C1C#N)C(C2=CC=C(C=C2)C#N)N3C=NC=N3. Drug 2: CNC(=O)C1=NC=CC(=C1)OC2=CC=C(C=C2)NC(=O)NC3=CC(=C(C=C3)Cl)C(F)(F)F. Cell line: U251. Synergy scores: CSS=8.84, Synergy_ZIP=0.689, Synergy_Bliss=-5.80, Synergy_Loewe=6.22, Synergy_HSA=-7.90.